From a dataset of Full USPTO retrosynthesis dataset with 1.9M reactions from patents (1976-2016). Predict the reactants needed to synthesize the given product. (1) Given the product [CH2:15]([O:1][C@H:2]1[CH2:6][N:5]([S:20]([C:11]2[CH:12]=[CH:13][C:14]3[C:19](=[CH:18][CH:17]=[CH:16][CH:15]=3)[CH:10]=2)(=[O:22])=[O:21])[C@H:4]([CH2:7][C:24]([OH:27])=[O:25])[CH2:3]1)[C:14]1[CH:19]=[CH:10][CH:11]=[CH:12][CH:13]=1, predict the reactants needed to synthesize it. The reactants are: [OH:1][C@H:2]1[CH2:6][NH:5][C@H:4]([C:7](O)=O)[CH2:3]1.[CH:10]1[C:19]2[C:14](=[CH:15][CH:16]=[CH:17][CH:18]=2)[CH:13]=[CH:12][C:11]=1[S:20](Cl)(=[O:22])=[O:21].[C:24]([O-:27])([O-])=[O:25].[Na+].[Na+]. (2) Given the product [CH2:1]([N:3]([C:4]1[CH:9]=[CH:8][CH:7]=[CH:6][CH:5]=1)[C:31]([C:29]1[S:28][C:25]2[NH:26][N:27]=[C:23]([C:17]3[CH:22]=[CH:21][CH:20]=[CH:19][CH:18]=3)[C:24]=2[CH:30]=1)=[O:32])[CH3:2], predict the reactants needed to synthesize it. The reactants are: [CH2:1]([NH:3][C:4]1[CH:9]=[CH:8][CH:7]=[CH:6][CH:5]=1)[CH3:2].C(N(CC)CC)C.[C:17]1([C:23]2[C:24]3[CH:30]=[C:29]([C:31](O)=[O:32])[S:28][C:25]=3[NH:26][N:27]=2)[CH:22]=[CH:21][CH:20]=[CH:19][CH:18]=1. (3) Given the product [F:66][C:45]1[CH:44]=[C:43]([CH2:67][CH2:68][C:69]([OH:71])=[O:70])[CH:42]=[C:41]([F:40])[C:46]=1[O:47][CH2:48][C:49]1[C:53]([C:54]2[CH:55]=[N:56][C:57]([O:60][CH3:61])=[CH:58][CH:59]=2)=[CH:52][S:51][C:50]=1[C:62]([F:65])([F:64])[F:63], predict the reactants needed to synthesize it. The reactants are: CS(OCC1C(C2C=NC(OC)=CC=2)=CSC=1C(F)(F)F)(=O)=O.FC1C=C(O)C=C(F)C=1CCC(OCC)=O.[F:40][C:41]1[CH:42]=[C:43]([CH2:67][CH2:68][C:69]([O:71]CC)=[O:70])[CH:44]=[C:45]([F:66])[C:46]=1[O:47][CH2:48][C:49]1[C:53]([C:54]2[CH:55]=[N:56][C:57]([O:60][CH3:61])=[CH:58][CH:59]=2)=[CH:52][S:51][C:50]=1[C:62]([F:65])([F:64])[F:63]. (4) Given the product [NH2:26][C:23]1[CH:24]=[CH:25][C:20]([CH:10]([C:7]2[CH:6]=[CH:5][C:4]([NH2:1])=[CH:9][CH:8]=2)[CH2:11][CH2:12][NH:13][C:14](=[O:19])[C:15]([F:16])([F:17])[F:18])=[CH:21][CH:22]=1, predict the reactants needed to synthesize it. The reactants are: [N+:1]([C:4]1[CH:9]=[CH:8][C:7]([CH:10]([C:20]2[CH:25]=[CH:24][C:23]([N+:26]([O-])=O)=[CH:22][CH:21]=2)[CH2:11][CH2:12][NH:13][C:14](=[O:19])[C:15]([F:18])([F:17])[F:16])=[CH:6][CH:5]=1)([O-])=O.[Cl-].[NH4+].C(O)C.